This data is from Experimentally validated miRNA-target interactions with 360,000+ pairs, plus equal number of negative samples. The task is: Binary Classification. Given a miRNA mature sequence and a target amino acid sequence, predict their likelihood of interaction. (1) The miRNA is mmu-miR-871-5p with sequence UAUUCAGAUUAGUGCCAGUCAUG. The protein sequence of the target gene is MEPRAVGVSKQDIREQIWGYMESQNLADFPRPVHHRIPNFKGSYLACQNIKDLDVFARTQEVKVDPDKPLEGVRLLVLQSKKTLLVPTPRLRTGLFNKITPPPGATKDILRKCATSQGVRNYSVPIGLDSRVLVDLVVVGSVAVSEKGWRIGKGEGYADLEYAMMVSMGAVSKETPVVTIVHDCQVVDIPEELVEEHDITVDYILTPTRVIATGCKRPKPMGITWFKISLEMMEKIPILRSLRAREQQAGKDVTLQGEHQHLPEPGCQQTVPLSVGRRPPDTPGPETNSMEAAPGSPPGE.... Result: 0 (no interaction). (2) The miRNA is hsa-miR-98-5p with sequence UGAGGUAGUAAGUUGUAUUGUU. The protein sequence of the target gene is MSAPAGSSHPAASARIPPKFGGAAVSGAAAPAGPGAGPAPHQQNGPAQNQMQVPSGYGLHHQNYIAPSGHYSQGPGKMTSLPLDTQCGDYYSALYTVPTQNVTPNTVNQQPGAQQLYSRGPPAPHIVGSTLGSFQGAASSASHLHTSASQPYSSFVNHYNSPAMYSASSSVASQGFPSTCGHYAMSTVSNAAYPSVSYPSLPAGDTYGQMFTSQNAPTVRPVKDNSFSGQNTAISHPSPLPPLPSQQHHQQQSLSGYSTLTWSSPGLPSTQDNLIRNHTGSLAVANNNPTITVADSLSCP.... Result: 1 (interaction). (3) The miRNA is hsa-miR-548as-3p with sequence UAAAACCCACAAUUAUGUUUGU. The protein sequence of the target gene is MAQEVSEYLSQNPRVAAWVEALRCDGETDKHWRHRRDFLLRNAGDLAPAGGAASASTDEAADAESGTRNRQLQQLISFSMAWANHVFLGCRYPQKVMDKILSMAEGIKVTDAPTYTTRDELVAKVKKRGISSSNEGVEEPSKKRVIEGKNSSAVEQDHAKTSAKTERASAQQENSSTCIGSAIKSESGNSARSSGISSQNSSTSDGDRSVSSQSSSSVSSQVTTAGSGKASEAEAPDKHGSASFVSLLKSSVNSHMTQSTDSRQQSGSPKKSALEGSSASASQSSSEIEVPLLGSSGSSE.... Result: 1 (interaction). (4) The miRNA is mmu-miR-195a-5p with sequence UAGCAGCACAGAAAUAUUGGC. The protein sequence of the target gene is MSRSAAASGGPRRPERHLPPAPCGAPGPPETCRTEPDGAGTMNKLRQSLRRRKPAYVPEASRPHQWQADEDAVRKGTCSFPVRYLGHVEVEESRGMHVCEDAVKKLKAMGRKSVKSVLWVSADGLRVVDDKTKDLLVDQTIEKVSFCAPDRNLDKAFSYICRDGTTRRWICHCFLALKDSGERLSHAVGCAFAACLERKQRREKECGVTAAFDASRTSFAREGSFRLSGGGRPAEREAPDKKKAEAAAAPTVAPGPAQPGHVSPTPATTSPGEKGEAGTPVAAGTTAAAIPRRHAPLEQL.... Result: 0 (no interaction).